Regression. Given two drug SMILES strings and cell line genomic features, predict the synergy score measuring deviation from expected non-interaction effect. From a dataset of NCI-60 drug combinations with 297,098 pairs across 59 cell lines. (1) Drug 1: CC1=C(C=C(C=C1)NC(=O)C2=CC=C(C=C2)CN3CCN(CC3)C)NC4=NC=CC(=N4)C5=CN=CC=C5. Drug 2: CN1C2=C(C=C(C=C2)N(CCCl)CCCl)N=C1CCCC(=O)O.Cl. Cell line: 786-0. Synergy scores: CSS=7.07, Synergy_ZIP=-0.238, Synergy_Bliss=3.59, Synergy_Loewe=-4.09, Synergy_HSA=1.14. (2) Drug 1: CC12CCC3C(C1CCC2=O)CC(=C)C4=CC(=O)C=CC34C. Drug 2: C1=CC(=CC=C1CC(C(=O)O)N)N(CCCl)CCCl.Cl. Cell line: OVCAR-5. Synergy scores: CSS=32.5, Synergy_ZIP=0.912, Synergy_Bliss=5.23, Synergy_Loewe=-3.65, Synergy_HSA=3.19. (3) Drug 1: C1=NC2=C(N1)C(=S)N=C(N2)N. Drug 2: C1CC(C1)(C(=O)O)C(=O)O.[NH2-].[NH2-].[Pt+2]. Cell line: LOX IMVI. Synergy scores: CSS=32.2, Synergy_ZIP=-12.3, Synergy_Bliss=-17.4, Synergy_Loewe=-16.2, Synergy_HSA=-13.7.